Dataset: Reaction yield outcomes from USPTO patents with 853,638 reactions. Task: Predict the reaction yield, written as a fraction of the theoretical maximum amount of product (1.0 means a 100% yield; for example, 0.34 means a 34% yield). (1) The reactants are [CH2:1]([NH:8][CH2:9][C:10]1[NH:11][CH:12]=[C:13]([C:15]2[CH:20]=[CH:19][C:18]([C:21]3[CH:26]=[CH:25][CH:24]=[CH:23][CH:22]=3)=[CH:17][CH:16]=2)[N:14]=1)[C:2]1[CH:7]=[CH:6][CH:5]=[CH:4][CH:3]=1.C(=O)([O-])[O-].[K+].[K+].[Br-].[CH3:34][CH2:35][CH2:36][CH2:37][CH2:38][CH3:39].O. The catalyst is CN(C)C=O. The product is [CH2:1]([N:8]([CH2:9][C:10]1[NH:11][CH:12]=[C:13]([C:15]2[CH:16]=[CH:17][C:18]([C:21]3[CH:26]=[CH:25][CH:24]=[CH:23][CH:22]=3)=[CH:19][CH:20]=2)[N:14]=1)[CH2:34][CH2:35][CH2:36][CH2:37][CH2:38][CH3:39])[C:2]1[CH:3]=[CH:4][CH:5]=[CH:6][CH:7]=1. The yield is 0.130. (2) The reactants are [OH:1][C:2]1[CH:7]=[CH:6][CH:5]=[CH:4][C:3]=1[C:8](=[N:14][N:15]([CH3:17])[CH3:16])[N:9]1[CH:13]=[CH:12][N:11]=[CH:10]1.Cl[CH2:19][O:20][C:21]1[CH:26]=[CH:25][C:24]([Cl:27])=[CH:23][CH:22]=1.C(=O)([O-])[O-].[K+].[K+].C(OCC)(=O)C. The catalyst is CN(C)C=O. The product is [Cl:27][C:24]1[CH:25]=[CH:26][C:21]([O:20][CH2:19][O:1][C:2]2[CH:7]=[CH:6][CH:5]=[CH:4][C:3]=2[C:8](=[N:14][N:15]([CH3:17])[CH3:16])[N:9]2[CH:13]=[CH:12][N:11]=[CH:10]2)=[CH:22][CH:23]=1. The yield is 0.630. (3) The reactants are [C:1]1([CH:7]([NH:19][C:20]([O:22][CH:23]=[CH2:24])=[O:21])[C:8]([O:10][C@@H:11]2[CH:16]3[CH2:17][CH2:18][N:13]([CH2:14][CH2:15]3)[CH2:12]2)=[O:9])[CH:6]=[CH:5][CH:4]=[CH:3][CH:2]=1.[Br:25][CH2:26][C:27]([C:29]1[CH:34]=[CH:33][CH:32]=[CH:31][CH:30]=1)=[O:28]. The catalyst is CCOC(C)=O.C(#N)C. The product is [Br-:25].[O:28]=[C:27]([C:29]1[CH:34]=[CH:33][CH:32]=[CH:31][CH:30]=1)[CH2:26][N+:13]12[CH2:18][CH2:17][CH:16]([CH2:15][CH2:14]1)[C@@H:11]([O:10][C:8](=[O:9])[CH:7]([C:1]1[CH:6]=[CH:5][CH:4]=[CH:3][CH:2]=1)[NH:19][C:20]([O:22][CH:23]=[CH2:24])=[O:21])[CH2:12]2. The yield is 0.730. (4) No catalyst specified. The reactants are Cl[C:2]1[C:3]([C:23]2[CH:28]=[CH:27][C:26]([Cl:29])=[CH:25][CH:24]=2)=[CH:4][C:5]2[N:6]([C:8](=[O:22])[N:9]([CH2:11][C:12]3[CH:13]=[N:14][C:15]([C:18]([F:21])([F:20])[F:19])=[CH:16][CH:17]=3)[N:10]=2)[N:7]=1.[Cl:30][C:31]1[CH:36]=[CH:35][C:34](B(O)O)=[CH:33][CH:32]=1.[O-]P([O-])([O-])=O.[K+].[K+].[K+].C(Cl)Cl. The yield is 0.350. The product is [Cl:30][C:31]1[CH:36]=[CH:35][C:34]([C:2]2[C:3]([C:23]3[CH:24]=[CH:25][C:26]([Cl:29])=[CH:27][CH:28]=3)=[CH:4][C:5]3[N:6]([C:8](=[O:22])[N:9]([CH2:11][C:12]4[CH:13]=[N:14][C:15]([C:18]([F:21])([F:20])[F:19])=[CH:16][CH:17]=4)[N:10]=3)[N:7]=2)=[CH:33][CH:32]=1.